Dataset: Forward reaction prediction with 1.9M reactions from USPTO patents (1976-2016). Task: Predict the product of the given reaction. (1) Given the reactants F[C:2]1[CH:7]=[CH:6][C:5]([N+:8]([O-])=O)=[CH:4][C:3]=1[F:11].[C:12]([O:16][C:17]([N:19]1[CH2:22][C:21]2([CH2:26][CH2:25][NH:24][CH2:23]2)[CH2:20]1)=[O:18])([CH3:15])([CH3:14])[CH3:13], predict the reaction product. The product is: [C:12]([O:16][C:17]([N:19]1[CH2:22][C:21]2([CH2:26][CH2:25][N:24]([C:2]3[CH:7]=[CH:6][C:5]([NH2:8])=[CH:4][C:3]=3[F:11])[CH2:23]2)[CH2:20]1)=[O:18])([CH3:15])([CH3:13])[CH3:14]. (2) Given the reactants [Mg].BrC(Br)C.[CH:6]([Si:8]([CH2:11]Cl)(C)C)=[CH2:7].[CH2:13]([C:19]1[CH:24]=[CH:23][C:22]([C:25]2[CH:30]=[CH:29][C:28]([C:31]3[N:36]=[CH:35][C:34]([CH2:37][CH2:38][CH2:39][CH2:40][CH2:41][CH2:42][CH2:43][CH2:44]COS(C4C=CC(C)=CC=4)(=O)=O)=[CH:33][N:32]=3)=[CH:27][CH:26]=2)=[CH:21][CH:20]=1)[CH2:14][CH2:15][CH2:16][CH2:17][CH3:18].O1C[CH2:60][CH2:59][CH2:58]1, predict the reaction product. The product is: [CH3:58][C:59]([CH3:60])=[CH:11][SiH2:8][CH2:6][CH2:7][CH2:44][CH2:43][CH2:42][CH2:41][CH2:40][CH2:39][CH2:38][CH2:37][C:34]1[CH:35]=[N:36][C:31]([C:28]2[CH:27]=[CH:26][C:25]([C:22]3[CH:21]=[CH:20][C:19]([CH2:13][CH2:14][CH2:15][CH2:16][CH2:17][CH3:18])=[CH:24][CH:23]=3)=[CH:30][CH:29]=2)=[N:32][CH:33]=1. (3) The product is: [NH2:5][C:6]1[C:15]2[N:16]=[C:17]([CH2:30][O:31][N:32]=[C:2]([CH3:4])[CH3:1])[N:18]([CH2:19][CH2:20][CH2:21][NH:22][C:23](=[O:29])[O:24][C:25]([CH3:28])([CH3:27])[CH3:26])[C:14]=2[C:13]2[CH:12]=[CH:11][CH:10]=[CH:9][C:8]=2[N:7]=1. Given the reactants [CH3:1][C:2]([CH3:4])=O.[NH2:5][C:6]1[C:15]2[N:16]=[C:17]([CH2:30][O:31][NH2:32])[N:18]([CH2:19][CH2:20][CH2:21][NH:22][C:23](=[O:29])[O:24][C:25]([CH3:28])([CH3:27])[CH3:26])[C:14]=2[C:13]2[CH:12]=[CH:11][CH:10]=[CH:9][C:8]=2[N:7]=1, predict the reaction product. (4) The product is: [CH:10]1([C:4]2[N:3]=[C:2]([CH2:23][C:24]3[CH:25]=[CH:26][C:27]([CH2:30][C:31]([OH:33])=[O:32])=[CH:28][CH:29]=3)[CH:7]=[C:6]([CH2:8][CH3:9])[N:5]=2)[CH2:11][CH2:12][CH2:13][CH2:14]1. Given the reactants Cl[C:2]1[CH:7]=[C:6]([CH2:8][CH3:9])[N:5]=[C:4]([CH:10]2[CH2:14][CH2:13][CH2:12][CH2:11]2)[N:3]=1.CC1(C)C(C)(C)OB([CH2:23][C:24]2[CH:29]=[CH:28][C:27]([CH2:30][C:31]([O:33]C)=[O:32])=[CH:26][CH:25]=2)O1.C([O-])([O-])=O.[Na+].[Na+], predict the reaction product. (5) Given the reactants [CH2:1]([C:5]1([C:18]([O:20][CH2:21][C:22]2[CH:27]=[CH:26][CH:25]=[CH:24][CH:23]=2)=[O:19])[CH2:10][CH2:9][N:8]([C:11]([O:13][C:14]([CH3:17])([CH3:16])[CH3:15])=[O:12])[CH2:7][CH2:6]1)[CH2:2][CH:3]=C.[BH4-].[Na+].ClCCl.C[OH:34], predict the reaction product. The product is: [OH:34][CH2:3][CH2:2][CH2:1][C:5]1([C:18]([O:20][CH2:21][C:22]2[CH:23]=[CH:24][CH:25]=[CH:26][CH:27]=2)=[O:19])[CH2:10][CH2:9][N:8]([C:11]([O:13][C:14]([CH3:15])([CH3:16])[CH3:17])=[O:12])[CH2:7][CH2:6]1. (6) Given the reactants C[O-].[Na+].[NH2:4][C:5]1[CH:6]=[C:7]([SH:11])[CH:8]=[CH:9][CH:10]=1.Br[CH2:13][CH2:14][OH:15].C(=O)([O-])[O-].[K+].[K+].[Cl:22][C:23]1[N:28]=[C:27](Cl)[C:26]([Cl:30])=[CH:25][N:24]=1, predict the reaction product. The product is: [Cl:22][C:23]1[N:28]=[C:27]([NH:4][C:5]2[CH:6]=[C:7]([S:11][CH2:13][CH2:14][OH:15])[CH:8]=[CH:9][CH:10]=2)[C:26]([Cl:30])=[CH:25][N:24]=1.